Predict the reactants needed to synthesize the given product. From a dataset of Full USPTO retrosynthesis dataset with 1.9M reactions from patents (1976-2016). (1) Given the product [NH2:28][C:23]1[CH:24]=[CH:25][CH:26]=[CH:27][C:22]=1[NH:21][C:19](=[O:20])[C:18]1[CH:17]=[CH:16][C:15]([CH:12]2[CH2:11][CH2:10][N:9]([CH2:8][C:5]3[CH:4]=[N:3][N:2]([CH3:1])[C:6]=3[CH3:7])[CH2:14][CH2:13]2)=[CH:37][CH:36]=1, predict the reactants needed to synthesize it. The reactants are: [CH3:1][N:2]1[C:6]([CH3:7])=[C:5]([CH2:8][N:9]2[CH2:14][CH2:13][CH:12]([C:15]3[CH:37]=[CH:36][C:18]([C:19]([NH:21][C:22]4[CH:27]=[CH:26][CH:25]=[CH:24][C:23]=4[NH:28]C(=O)OC(C)(C)C)=[O:20])=[CH:17][CH:16]=3)[CH2:11][CH2:10]2)[CH:4]=[N:3]1.FC(F)(F)C(O)=O. (2) The reactants are: [Cl:1][C:2]1[CH:3]=[C:4]([C@@H:8]2[C@@H:13]([C:14]3[CH:19]=[CH:18][C:17]([Cl:20])=[CH:16][CH:15]=3)[N:12]([CH2:21][CH:22]3[CH2:24][CH2:23]3)[C:11](=[O:25])[C@@H:10]([CH2:26][C:27](O)=[O:28])[CH2:9]2)[CH:5]=[CH:6][CH:7]=1.Cl.[NH2:31][CH2:32][C:33]([O:35][CH2:36][CH3:37])=[O:34].Cl.C(N=C=NCCCN(C)C)C.N1C2C(=NC=CC=2)N(O)N=1.C(=O)([O-])O.[Na+]. Given the product [Cl:1][C:2]1[CH:3]=[C:4]([C@@H:8]2[C@@H:13]([C:14]3[CH:19]=[CH:18][C:17]([Cl:20])=[CH:16][CH:15]=3)[N:12]([CH2:21][CH:22]3[CH2:23][CH2:24]3)[C:11](=[O:25])[C@@H:10]([CH2:26][C:27]([NH:31][CH2:32][C:33]([O:35][CH2:36][CH3:37])=[O:34])=[O:28])[CH2:9]2)[CH:5]=[CH:6][CH:7]=1, predict the reactants needed to synthesize it. (3) Given the product [Br:8][C:6]1[CH:7]=[C:2]([N:29]2[CH2:33][CH2:32][CH2:31][C:30]2=[O:34])[CH:3]=[C:4]([C:9]([C:11]2[CH:12]=[N:13][CH:14]=[CH:15][CH:16]=2)=[O:10])[CH:5]=1, predict the reactants needed to synthesize it. The reactants are: Br[C:2]1[CH:3]=[C:4]([C:9]([C:11]2[CH:12]=[N:13][CH:14]=[CH:15][CH:16]=2)=[O:10])[CH:5]=[C:6]([Br:8])[CH:7]=1.C(=O)([O-])[O-].[Cs+].[Cs+].CNCCNC.[NH:29]1[CH2:33][CH2:32][CH2:31][C:30]1=[O:34]. (4) Given the product [C:2]([C:4]1[CH:5]=[C:6]([C:11]2[CH2:15][C:14]([CH2:20][NH:21][S:30]([CH3:29])(=[O:32])=[O:31])([C:16]([O:18][CH3:19])=[O:17])[O:13][N:12]=2)[CH:7]=[CH:8][C:9]=1[F:10])#[N:3], predict the reactants needed to synthesize it. The reactants are: Cl.[C:2]([C:4]1[CH:5]=[C:6]([C:11]2[CH2:15][C:14]([CH2:20][NH2:21])([C:16]([O:18][CH3:19])=[O:17])[O:13][N:12]=2)[CH:7]=[CH:8][C:9]=1[F:10])#[N:3].C(N(CC)CC)C.[CH3:29][S:30](Cl)(=[O:32])=[O:31]. (5) Given the product [OH:3][C:4]1[CH2:5][O:6][CH2:7][CH2:8][C:9]=1[C:10]([O:12][CH2:13][CH3:14])=[O:11], predict the reactants needed to synthesize it. The reactants are: C([O:3][C:4](=O)[CH2:5][O:6][CH2:7][CH2:8][CH2:9][C:10]([O:12][CH2:13][CH3:14])=[O:11])C.CC(C)([O-])C.[K+].O1CCCC1.Cl.